This data is from Catalyst prediction with 721,799 reactions and 888 catalyst types from USPTO. The task is: Predict which catalyst facilitates the given reaction. Reactant: [Cl:1][C:2]1[C:7]([N+:8]([O-])=O)=[C:6]([NH2:11])[CH:5]=[C:4]([Cl:12])[N:3]=1.[Sn](Cl)Cl. Product: [Cl:1][C:2]1[C:7]([NH2:8])=[C:6]([NH2:11])[CH:5]=[C:4]([Cl:12])[N:3]=1. The catalyst class is: 8.